This data is from Reaction yield outcomes from USPTO patents with 853,638 reactions. The task is: Predict the reaction yield, written as a fraction of the theoretical maximum amount of product (1.0 means a 100% yield; for example, 0.34 means a 34% yield). The product is [N:26]1[CH:31]=[CH:30][CH:29]=[C:28]([C:2]2[CH:3]=[C:4]3[C:10]([C:11]4[S:12][CH:13]=[CH:14][N:15]=4)=[CH:9][NH:8][C:5]3=[N:6][CH:7]=2)[CH:27]=1. The reactants are Br[C:2]1[CH:3]=[C:4]2[C:10]([C:11]3[S:12][CH:13]=[CH:14][N:15]=3)=[CH:9][N:8](S(C3C=CC(C)=CC=3)(=O)=O)[C:5]2=[N:6][CH:7]=1.[N:26]1[CH:31]=[CH:30][CH:29]=[C:28](B(O)O)[CH:27]=1.C(#N)C.C([O-])(O)=O.[Na+]. The yield is 0.760. The catalyst is C(OCC)(=O)C.